This data is from Forward reaction prediction with 1.9M reactions from USPTO patents (1976-2016). The task is: Predict the product of the given reaction. (1) Given the reactants [CH:1]1([NH:7][C:8]2[C:15]([C:16]([F:19])([F:18])[F:17])=[CH:14][CH:13]=[CH:12][C:9]=2[C:10]#[N:11])[CH2:6][CH2:5][CH2:4][CH2:3][CH2:2]1, predict the reaction product. The product is: [NH2:11][CH2:10][C:9]1[CH:12]=[CH:13][CH:14]=[C:15]([C:16]([F:17])([F:18])[F:19])[C:8]=1[NH:7][CH:1]1[CH2:2][CH2:3][CH2:4][CH2:5][CH2:6]1. (2) The product is: [F:1][C:2]([F:35])([F:34])[C:3]1[CH:4]=[C:5]([C:13]([CH3:33])([CH3:32])[C:14]([N:16]([CH3:17])[C:18]2[CH:19]=[N:20][C:21]([N:41]3[CH2:40][CH2:39][N:38]4[C:42](=[O:45])[CH2:43][CH2:44][CH:37]4[CH2:36]3)=[CH:22][C:23]=2[C:24]2[CH:29]=[CH:28][CH:27]=[CH:26][C:25]=2[CH3:30])=[O:15])[CH:6]=[C:7]([C:9]([F:12])([F:11])[F:10])[CH:8]=1. Given the reactants [F:1][C:2]([F:35])([F:34])[C:3]1[CH:4]=[C:5]([C:13]([CH3:33])([CH3:32])[C:14]([N:16]([C:18]2[CH:19]=[N:20][C:21](Cl)=[CH:22][C:23]=2[C:24]2[CH:29]=[CH:28][CH:27]=[CH:26][C:25]=2[CH3:30])[CH3:17])=[O:15])[CH:6]=[C:7]([C:9]([F:12])([F:11])[F:10])[CH:8]=1.[CH2:36]1[NH:41][CH2:40][CH2:39][N:38]2[C:42](=[O:45])[CH2:43][CH2:44][CH:37]12.C(=O)([O-])[O-].[K+].[K+].[NH4+].[Cl-], predict the reaction product. (3) Given the reactants [Si]([O:8][C@H:9]([C:39](=[O:41])[NH2:40])[CH2:10][C@H:11]1[CH2:22][CH2:21][C:20]2[S:19][C:18]3[N:17]=[CH:16][N:15]=[C:14]([O:23][CH:24]4[CH2:29][CH2:28][CH:27]([N:30](C)[C:31](=O)OC(C)(C)C)[CH2:26][CH2:25]4)[C:13]=3[C:12]1=2)(C(C)(C)C)(C)C.Cl.[NH4+].[OH-], predict the reaction product. The product is: [OH:8][C@@H:9]([CH2:10][C@H:11]1[CH2:22][CH2:21][C:20]2[S:19][C:18]3[N:17]=[CH:16][N:15]=[C:14]([O:23][CH:24]4[CH2:25][CH2:26][CH:27]([NH:30][CH3:31])[CH2:28][CH2:29]4)[C:13]=3[C:12]1=2)[C:39]([NH2:40])=[O:41]. (4) Given the reactants [Br:1][C:2]1[CH:3]=[N:4][C:5]2[N:6]([N:8]=[C:9]([C:11]([OH:13])=O)[CH:10]=2)[CH:7]=1.[N:14]1[N:18]2[CH2:19][CH2:20][NH:21][CH2:22][C:17]2=[CH:16][N:15]=1, predict the reaction product. The product is: [Br:1][C:2]1[CH:3]=[N:4][C:5]2[N:6]([N:8]=[C:9]([C:11]([N:21]3[CH2:20][CH2:19][N:18]4[N:14]=[N:15][CH:16]=[C:17]4[CH2:22]3)=[O:13])[CH:10]=2)[CH:7]=1. (5) Given the reactants [CH2:1]([O:3][C:4]([C:6]1[C:15](=[O:16])[N:14]2[C:9]([C:10]([O:18][CH3:19])=[C:11](Cl)[CH:12]=[CH:13]2)=[C:8]([CH2:20][CH3:21])[CH:7]=1)=[O:5])[CH3:2].C(N(CC)CC)C.[C:29]([NH:36][CH2:37][CH2:38][CH:39]1[CH2:43][CH2:42][NH:41][CH2:40]1)([O:31][C:32]([CH3:35])([CH3:34])[CH3:33])=[O:30], predict the reaction product. The product is: [CH2:1]([O:3][C:4]([C:6]1[C:15](=[O:16])[N:14]2[C:9]([C:10]([O:18][CH3:19])=[C:11]([N:41]3[CH2:42][CH2:43][CH:39]([CH2:38][CH2:37][NH:36][C:29]([O:31][C:32]([CH3:35])([CH3:34])[CH3:33])=[O:30])[CH2:40]3)[CH:12]=[CH:13]2)=[C:8]([CH2:20][CH3:21])[CH:7]=1)=[O:5])[CH3:2]. (6) The product is: [CH:6]1([CH2:5][CH:4]([C:11]2[CH:16]=[CH:15][C:14]([C:17]3[C:26]4[C:21](=[CH:22][CH:23]=[CH:24][CH:25]=4)[CH:20]=[CH:19][CH:18]=3)=[CH:13][CH:12]=2)[C:3]([NH:32][C:30]([NH:29][CH3:28])=[O:31])=[O:27])[CH2:7][CH2:8][CH2:9][CH2:10]1. Given the reactants CO[C:3](=[O:27])[CH:4]([C:11]1[CH:16]=[CH:15][C:14]([C:17]2[C:26]3[C:21](=[CH:22][CH:23]=[CH:24][CH:25]=3)[CH:20]=[CH:19][CH:18]=2)=[CH:13][CH:12]=1)[CH2:5][CH:6]1[CH2:10][CH2:9][CH2:8][CH2:7]1.[CH3:28][NH:29][C:30]([NH2:32])=[O:31].C[O-].[Mg+2].C[O-].CO, predict the reaction product. (7) Given the reactants [CH3:1][C:2]1[N:3]=[C:4]([N:10]2[CH2:15][CH2:14][O:13][CH2:12][CH2:11]2)[S:5][C:6]=1[C:7](O)=[O:8].C(Cl)(=O)C([Cl:19])=O, predict the reaction product. The product is: [CH3:1][C:2]1[N:3]=[C:4]([N:10]2[CH2:15][CH2:14][O:13][CH2:12][CH2:11]2)[S:5][C:6]=1[C:7]([Cl:19])=[O:8]. (8) Given the reactants [N:1]1([C:7]2[CH:12]=[CH:11][C:10]([NH:13][C:14]([C:16]3[C:17]([C:22]4[CH:27]=[CH:26][C:25]([C:28]([F:31])([F:30])[F:29])=[CH:24][CH:23]=4)=[CH:18][CH:19]=[CH:20][CH:21]=3)=[O:15])=[CH:9][CH:8]=2)[CH2:6][CH2:5][NH:4][CH2:3][CH2:2]1.C([O-])([O-])=O.[K+].[K+].Br[CH2:39][C:40]([NH2:42])=[O:41], predict the reaction product. The product is: [C:40]([CH2:39][N:4]1[CH2:5][CH2:6][N:1]([C:7]2[CH:8]=[CH:9][C:10]([NH:13][C:14]([C:16]3[C:17]([C:22]4[CH:27]=[CH:26][C:25]([C:28]([F:29])([F:31])[F:30])=[CH:24][CH:23]=4)=[CH:18][CH:19]=[CH:20][CH:21]=3)=[O:15])=[CH:11][CH:12]=2)[CH2:2][CH2:3]1)(=[O:41])[NH2:42].